This data is from Forward reaction prediction with 1.9M reactions from USPTO patents (1976-2016). The task is: Predict the product of the given reaction. The product is: [Cl:1][C:2]1[CH:3]=[C:4]([NH:15][C:16]2[C:26]3[CH:25]=[C:24]([C:27]([O:29][CH3:30])=[O:28])[CH2:23][CH2:22][NH:21][C:20]=3[N:19]=[CH:18][N:17]=2)[CH:5]=[CH:6][C:7]=1[O:8][CH:9]1[CH2:10][CH2:11][N:12]([C:43]([C:42]2[N:38]([CH3:37])[N:39]=[C:40]([CH3:46])[CH:41]=2)=[O:44])[CH2:13][CH2:14]1. Given the reactants [Cl:1][C:2]1[CH:3]=[C:4]([NH:15][C:16]2[C:26]3[CH:25]=[C:24]([C:27]([O:29][CH3:30])=[O:28])[CH2:23][CH2:22][NH:21][C:20]=3[N:19]=[CH:18][N:17]=2)[CH:5]=[CH:6][C:7]=1[O:8][CH:9]1[CH2:14][CH2:13][NH:12][CH2:11][CH2:10]1.N1C=CC=CC=1.[CH3:37][N:38]1[C:42]([C:43](Cl)=[O:44])=[CH:41][C:40]([CH3:46])=[N:39]1.C(=O)(O)[O-].[Na+], predict the reaction product.